Predict the product of the given reaction. From a dataset of Forward reaction prediction with 1.9M reactions from USPTO patents (1976-2016). (1) The product is: [Cl:15][C:14]1[C:6]2[C:5]3[CH:4]=[C:3]([O:16][CH3:17])[C:2]([C:23]4[C:19]([CH3:18])=[N:20][O:21][C:22]=4[CH3:33])=[CH:10][C:9]=3[NH:8][C:7]=2[CH:11]=[CH:12][N:13]=1. Given the reactants Br[C:2]1[C:3]([O:16][CH3:17])=[CH:4][C:5]2[C:6]3[C:14]([Cl:15])=[N:13][CH:12]=[CH:11][C:7]=3[NH:8][C:9]=2[CH:10]=1.[CH3:18][C:19]1[C:23](B2OC(C)(C)C(C)(C)O2)=[C:22]([CH3:33])[O:21][N:20]=1.C([O-])([O-])=O.[K+].[K+].N#N, predict the reaction product. (2) Given the reactants [CH2:1]1[C:5]2([CH2:10][CH2:9][NH:8][CH2:7][CH2:6]2)[CH2:4][CH2:3][N:2]1[C:11]1[CH:18]=[CH:17][C:14]([C:15]#[N:16])=[CH:13][N:12]=1.[CH3:19][C:20]1[CH:28]=[C:27]2[C:23]([CH2:24][O:25][C:26]2=[O:29])=[CH:22][C:21]=1[CH:30]1[CH2:32][O:31]1, predict the reaction product. The product is: [OH:31][CH:30]([C:21]1[CH:22]=[C:23]2[C:27](=[CH:28][C:20]=1[CH3:19])[C:26](=[O:29])[O:25][CH2:24]2)[CH2:32][N:8]1[CH2:7][CH2:6][C:5]2([CH2:1][N:2]([C:11]3[CH:18]=[CH:17][C:14]([C:15]#[N:16])=[CH:13][N:12]=3)[CH2:3][CH2:4]2)[CH2:10][CH2:9]1. (3) Given the reactants [CH2:1]([C:3]1[C:12]2[C:7](=[CH:8][C:9]([O:13][CH3:14])=[CH:10][CH:11]=2)[C:6]([NH:15][CH:16]2[CH2:21][CH2:20][N:19]([CH2:22][C:23]3[CH:28]=[CH:27][C:26]([C:29]#[C:30][Si](C)(C)C)=[CH:25][CH:24]=3)[CH2:18][CH2:17]2)=[N:5][N:4]=1)[CH3:2].C(=O)([O-])[O-].[K+].[K+].O.[ClH:42], predict the reaction product. The product is: [ClH:42].[ClH:42].[CH2:1]([C:3]1[C:12]2[C:7](=[CH:8][C:9]([O:13][CH3:14])=[CH:10][CH:11]=2)[C:6]([NH:15][CH:16]2[CH2:21][CH2:20][N:19]([CH2:22][C:23]3[CH:28]=[CH:27][C:26]([C:29]#[CH:30])=[CH:25][CH:24]=3)[CH2:18][CH2:17]2)=[N:5][N:4]=1)[CH3:2]. (4) Given the reactants [N+]([O-])(O)=O.[N+:5]([C:8]1[C:17]2[C:12](=[C:13]([N+:18]([O-])=O)[CH:14]=[CH:15][CH:16]=2)[CH:11]=[CH:10][CH:9]=1)([O-])=O, predict the reaction product. The product is: [NH2:5][C:8]1[C:17]2[C:12](=[C:13]([NH2:18])[CH:14]=[CH:15][CH:16]=2)[CH:11]=[CH:10][CH:9]=1. (5) Given the reactants O[C@@H:2]1[C@@H:7]2[O:8][CH:9]([C:12]3[CH:17]=[CH:16][CH:15]=[CH:14][CH:13]=3)[O:10][CH2:11][C@H:6]2[O:5][CH2:4][C@@H:3]1[O:18][C:19](=[O:21])[CH3:20].C([O-])(O)=O.[Na+].C(N(S(F)(F)[F:33])CC)C, predict the reaction product. The product is: [F:33][C@H:2]1[C@@H:7]2[O:8][CH:9]([C:12]3[CH:17]=[CH:16][CH:15]=[CH:14][CH:13]=3)[O:10][CH2:11][C@H:6]2[O:5][CH2:4][C@@H:3]1[O:18][C:19](=[O:21])[CH3:20]. (6) Given the reactants [C:1]([O:5][C:6]([N:8]1[CH2:11][CH:10]([C:12]([OH:14])=O)[CH2:9]1)=[O:7])([CH3:4])([CH3:3])[CH3:2].CN(C(ON1N=NC2C=CC=CC1=2)=[N+](C)C)C.[B-](F)(F)(F)F.[CH3:37][NH:38][CH2:39][C:40]1[CH:45]=[CH:44][C:43]([N:46]2[CH:54]=[C:53]3[C:48]([C:49]([C:55]([NH2:57])=[O:56])=[CH:50][CH:51]=[CH:52]3)=[N:47]2)=[CH:42][CH:41]=1.CN(CC1C=CC(N2C=C3C(C(C(N)=O)=CC=C3)=N2)=CC=1)C.CCN(CC)CC, predict the reaction product. The product is: [NH2:57][C:55]([C:49]1[C:48]2[C:53](=[CH:54][N:46]([C:43]3[CH:44]=[CH:45][C:40]([CH2:39][N:38]([CH3:37])[C:12]([CH:10]4[CH2:9][N:8]([C:6]([O:5][C:1]([CH3:2])([CH3:3])[CH3:4])=[O:7])[CH2:11]4)=[O:14])=[CH:41][CH:42]=3)[N:47]=2)[CH:52]=[CH:51][CH:50]=1)=[O:56]. (7) Given the reactants [NH2:1][C:2]1[C:7]([CH3:8])=[CH:6][N:5]=[C:4]([NH:9][C@@H:10]2[CH2:15][CH2:14][C@H:13]([NH:16][C:17](=[O:26])[C:18]3[CH:23]=[CH:22][C:21]([F:24])=[C:20]([Cl:25])[CH:19]=3)[CH2:12][CH2:11]2)[CH:3]=1.Cl, predict the reaction product. The product is: [ClH:25].[NH2:1][C:2]1[C:7]([CH3:8])=[CH:6][N:5]=[C:4]([NH:9][C@@H:10]2[CH2:15][CH2:14][C@H:13]([NH:16][C:17](=[O:26])[C:18]3[CH:23]=[CH:22][C:21]([F:24])=[C:20]([Cl:25])[CH:19]=3)[CH2:12][CH2:11]2)[CH:3]=1. (8) Given the reactants [ClH:1].C(OC([NH:9][C@@H:10]([CH3:45])[C:11]([O:13][CH2:14][C:15]1[CH:20]=[C:19]([F:21])[C:18]([F:22])=[CH:17][C:16]=1[C:23]1[CH:24]=[C:25]2[C:30](=[CH:31][CH:32]=1)[N:29]=[C:28]([NH2:33])[N:27]=[C:26]2[C:34]([N:36]1[CH2:44][C:43]2[C:38](=[CH:39][CH:40]=[CH:41][CH:42]=2)[CH2:37]1)=[O:35])=[O:12])=O)(C)(C)C, predict the reaction product. The product is: [ClH:1].[ClH:1].[NH2:9][C@@H:10]([CH3:45])[C:11]([O:13][CH2:14][C:15]1[CH:20]=[C:19]([F:21])[C:18]([F:22])=[CH:17][C:16]=1[C:23]1[CH:24]=[C:25]2[C:30](=[CH:31][CH:32]=1)[N:29]=[C:28]([NH2:33])[N:27]=[C:26]2[C:34]([N:36]1[CH2:44][C:43]2[C:38](=[CH:39][CH:40]=[CH:41][CH:42]=2)[CH2:37]1)=[O:35])=[O:12]. (9) Given the reactants [C:1]([C:3]1[CH:4]=[C:5]([CH:10]=[C:11]([O:13][CH3:14])[N:12]=1)[C:6]([O:8]C)=[O:7])#[N:2].[Li+].[OH-].Cl, predict the reaction product. The product is: [C:1]([C:3]1[CH:4]=[C:5]([CH:10]=[C:11]([O:13][CH3:14])[N:12]=1)[C:6]([OH:8])=[O:7])#[N:2]. (10) Given the reactants [CH:1]([C:3]1[C:11]([O:12][CH3:13])=[CH:10][C:9]([CH3:14])=[C:8]2[C:4]=1[CH:5]=[CH:6][N:7]2[C:15]([O:17][C:18]([CH3:21])([CH3:20])[CH3:19])=[O:16])=[O:2].[BH4-].[Na+], predict the reaction product. The product is: [OH:2][CH2:1][C:3]1[C:11]([O:12][CH3:13])=[CH:10][C:9]([CH3:14])=[C:8]2[C:4]=1[CH:5]=[CH:6][N:7]2[C:15]([O:17][C:18]([CH3:21])([CH3:20])[CH3:19])=[O:16].